This data is from Full USPTO retrosynthesis dataset with 1.9M reactions from patents (1976-2016). The task is: Predict the reactants needed to synthesize the given product. (1) Given the product [Al+3:31].[CH2:33]([P:35]([O-:37])[O-:36])[CH3:34].[CH2:40]([P:42]([O-:44])[O-:43])[CH3:41].[CH2:47]([P:49]([O-:51])[O-:50])[CH3:48].[Al+3:31], predict the reactants needed to synthesize it. The reactants are: O.[PH2]([O-])=O.[Na+].S(=O)(=O)(O)O.C=C.C([O-])([O-])=O.C([O-])([O-])=O.OO.OO.OO.[Na+].[Na+].[Na+].[Na+].[Al:31].[Al+3].[CH2:33]([P:35](CC)(=[O:37])[O-:36])[CH3:34].[CH2:40]([P:42](CC)(=[O:44])[O-:43])[CH3:41].[CH2:47]([P:49](CC)(=[O:51])[O-:50])[CH3:48]. (2) Given the product [CH:36]1([NH:39][C:14](=[O:15])[CH2:13][O:12][C@H:11]([C:19]2[CH:24]=[CH:23][CH:22]=[CH:21][CH:20]=2)[C@@H:10]([C:25]2[CH:34]=[CH:33][C:32]3[C:27](=[CH:28][CH:29]=[CH:30][CH:31]=3)[CH:26]=2)[CH2:9][NH:8][CH3:6])[CH2:38][CH2:37]1, predict the reactants needed to synthesize it. The reactants are: C(O[C:6]([N:8](C)[CH2:9][C@H:10]([C:25]1[CH:34]=[CH:33][C:32]2[C:27](=[CH:28][CH:29]=[CH:30][CH:31]=2)[CH:26]=1)[C@@H:11]([C:19]1[CH:24]=[CH:23][CH:22]=[CH:21][CH:20]=1)[O:12][CH2:13][C:14](OCC)=[O:15])=O)(C)(C)C.[CH:36]1([NH2:39])[CH2:38][CH2:37]1.FC(F)(F)C(O)=O.C(=O)(O)[O-].[Na+].Cl. (3) The reactants are: C[O:2][C:3]([C:5]1([C:9]2[CH:14]=[CH:13][C:12]([NH:15][C:16]3[N:21]=[C:20]([N:22]4[CH2:27][CH2:26][N:25]([C:28](=[O:30])[CH3:29])[CH2:24][CH2:23]4)[CH:19]=[C:18]([C:31]4[C:32]([CH3:37])=[N:33][O:34][C:35]=4[CH3:36])[N:17]=3)=[CH:11][CH:10]=2)[CH2:8][CH2:7][CH2:6]1)=[O:4].[OH-].[Li+]. Given the product [C:28]([N:25]1[CH2:26][CH2:27][N:22]([C:20]2[CH:19]=[C:18]([C:31]3[C:32]([CH3:37])=[N:33][O:34][C:35]=3[CH3:36])[N:17]=[C:16]([NH:15][C:12]3[CH:11]=[CH:10][C:9]([C:5]4([C:3]([OH:4])=[O:2])[CH2:6][CH2:7][CH2:8]4)=[CH:14][CH:13]=3)[N:21]=2)[CH2:23][CH2:24]1)(=[O:30])[CH3:29], predict the reactants needed to synthesize it.